This data is from Full USPTO retrosynthesis dataset with 1.9M reactions from patents (1976-2016). The task is: Predict the reactants needed to synthesize the given product. (1) Given the product [CH:10]1[C:11]2[CH:12]([CH2:14][O:15][C:16]([NH:18][C@H:19]([C:23]([NH:25][C@H:26]([C:34]([NH:36][C:37]3[CH:38]=[CH:39][C:40]([CH2:43][O:44][C:86](=[O:87])[N:84]([CH3:85])[CH2:83][CH2:68][N:69]([CH3:70])[C:55](=[O:66])[O:56][C:57]([CH3:58])([CH3:62])[CH3:76])=[CH:41][CH:42]=3)=[O:35])[CH2:27][CH2:28][CH2:29][NH:30][C:31](=[O:33])[NH2:32])=[O:24])[CH:20]([CH3:22])[CH3:21])=[O:17])[C:13]3[C:5](=[CH:4][CH:3]=[CH:2][CH:1]=3)[C:6]=2[CH:7]=[CH:8][CH:9]=1, predict the reactants needed to synthesize it. The reactants are: [CH:1]1[C:13]2[CH:12]([CH2:14][O:15][C:16]([NH:18][C@H:19]([C:23]([NH:25][C@H:26]([C:34]([NH:36][C:37]3[CH:42]=[CH:41][C:40]([CH2:43][OH:44])=[CH:39][CH:38]=3)=[O:35])[CH2:27][CH2:28][CH2:29][NH:30][C:31](=[O:33])[NH2:32])=[O:24])[CH:20]([CH3:22])[CH3:21])=[O:17])[C:11]3[C:6](=[CH:7][CH:8]=[CH:9][CH:10]=3)[C:5]=2[CH:4]=[CH:3][CH:2]=1.[N+](C1C=CC(O[C:55](=[O:66])[O:56][C:57]2[CH:62]=CC([N+]([O-])=O)=C[CH:58]=2)=CC=1)([O-])=O.C[CH2:68][N:69](C(C)C)[CH:70](C)C.[C:76](O)(C(F)(F)F)=O.[CH3:83][N:84]([CH:86]=[O:87])[CH3:85]. (2) Given the product [ClH:33].[NH2:25][C@@H:21]1[CH2:22][CH2:23][CH2:24][N:19]([C:3]2[C:2]([Br:1])=[CH:7][N:6]=[C:5]3[NH:8][CH:9]=[C:10]([NH:11][C:12]([CH:14]4[CH2:15][CH2:16][CH2:17][CH2:18]4)=[O:13])[C:4]=23)[CH2:20]1, predict the reactants needed to synthesize it. The reactants are: [Br:1][C:2]1[C:3]([N:19]2[CH2:24][CH2:23][CH2:22][C@@H:21]([NH:25]C(=O)OC(C)(C)C)[CH2:20]2)=[C:4]2[C:10]([NH:11][C:12]([CH:14]3[CH2:18][CH2:17][CH2:16][CH2:15]3)=[O:13])=[CH:9][NH:8][C:5]2=[N:6][CH:7]=1.[ClH:33]. (3) Given the product [CH2:12]([O:19][C:20]1[CH:21]=[CH:22][C:23]([CH:24]([OH:25])[C:5]#[C:4][C:2]([CH3:3])([OH:6])[CH3:1])=[CH:26][CH:27]=1)[C:13]1[CH:14]=[CH:15][CH:16]=[CH:17][CH:18]=1, predict the reactants needed to synthesize it. The reactants are: [CH3:1][C:2]([OH:6])([C:4]#[CH:5])[CH3:3].[Li]CCCC.[CH2:12]([O:19][C:20]1[CH:27]=[CH:26][C:23]([CH:24]=[O:25])=[CH:22][CH:21]=1)[C:13]1[CH:18]=[CH:17][CH:16]=[CH:15][CH:14]=1.